Task: Predict the reactants needed to synthesize the given product.. Dataset: Full USPTO retrosynthesis dataset with 1.9M reactions from patents (1976-2016) (1) Given the product [CH2:21]([O:23][C:24](=[O:29])[CH2:25][NH:26][C:27]([C:7]1[C:8](=[O:12])[S:9][C:10]2[C:5]([C:6]=1[OH:13])=[CH:4][CH:3]=[C:2]([F:1])[CH:11]=2)=[O:28])[CH3:22], predict the reactants needed to synthesize it. The reactants are: [F:1][C:2]1[CH:11]=[C:10]2[C:5]([C:6]([OH:13])=[CH:7][C:8](=[O:12])[S:9]2)=[CH:4][CH:3]=1.C(N(CC)CC)C.[CH2:21]([O:23][C:24](=[O:29])[CH2:25][N:26]=[C:27]=[O:28])[CH3:22].Cl. (2) The reactants are: [CH2:1]([O:3][C:4]1[C:5](=O)[CH:6]([C:10](=O)[C:11]([O:13][CH2:14][CH3:15])=[O:12])[CH2:7][CH2:8][CH:9]=1)[CH3:2].O.[NH2:19][NH2:20]. Given the product [CH2:1]([O:3][C:4]1[C:5]2[NH:20][N:19]=[C:10]([C:11]([O:13][CH2:14][CH3:15])=[O:12])[C:6]=2[CH2:7][CH2:8][CH:9]=1)[CH3:2], predict the reactants needed to synthesize it. (3) Given the product [CH2:37]([O:36][C:34](=[O:35])[C:33]([O:31][C:5]1[CH:6]=[CH:7][C:8]([O:10][CH2:11][CH2:12][C:13]2[N:14]=[C:15]([C:19]3[CH:20]=[CH:21][C:22]([C:25]4[CH:26]=[CH:27][CH:28]=[CH:29][CH:30]=4)=[CH:23][CH:24]=3)[O:16][C:17]=2[CH3:18])=[CH:9][C:4]=1[CH2:1][CH2:2][CH3:3])([CH3:40])[CH3:39])[CH3:38], predict the reactants needed to synthesize it. The reactants are: [CH2:1]([C:4]1[CH:9]=[C:8]([O:10][CH2:11][CH2:12][C:13]2[N:14]=[C:15]([C:19]3[CH:24]=[CH:23][C:22]([C:25]4[CH:30]=[CH:29][CH:28]=[CH:27][CH:26]=4)=[CH:21][CH:20]=3)[O:16][C:17]=2[CH3:18])[CH:7]=[CH:6][C:5]=1[OH:31])[CH2:2][CH3:3].Br[C:33]([CH3:40])([CH3:39])[C:34]([O:36][CH2:37][CH3:38])=[O:35].C(=O)([O-])[O-].[Cs+].[Cs+]. (4) The reactants are: [N+]([O-])([O-])=[O:2].[NH4+].[Ce].[F:7][C:8]1[CH:13]=[CH:12][CH:11]=[C:10]([F:14])[C:9]=1[C:15]1[S:16][C:17]2[C:18](=[C:20](N)[C:21]([O:26][CH3:27])=[CH:22][C:23]=2[O:24]C)[N:19]=1. Given the product [F:7][C:8]1[CH:13]=[CH:12][CH:11]=[C:10]([F:14])[C:9]=1[C:15]1[S:16][C:17]2[C:23](=[O:24])[CH:22]=[C:21]([O:26][CH3:27])[C:20](=[O:2])[C:18]=2[N:19]=1, predict the reactants needed to synthesize it. (5) Given the product [Cl:1][C:2]1[CH:3]=[C:4]2[C:9](=[CH:10][CH:11]=1)[CH:8]=[N+:7]([O-:17])[CH:6]=[CH:5]2, predict the reactants needed to synthesize it. The reactants are: [Cl:1][C:2]1[CH:3]=[C:4]2[C:9](=[CH:10][CH:11]=1)[CH:8]=[N:7][CH:6]=[CH:5]2.ClC1C=C(C=CC=1)C(OO)=[O:17]. (6) Given the product [CH:19]([N:22]1[CH2:27][CH2:26][N:25]([CH:15]2[CH2:16][CH2:17][N:12]([C:5]3[CH:6]=[CH:7][C:8]([N+:9]([O-:11])=[O:10])=[C:3]([O:2][CH3:1])[CH:4]=3)[CH2:13][CH2:14]2)[CH2:24][CH2:23]1)([CH3:21])[CH3:20], predict the reactants needed to synthesize it. The reactants are: [CH3:1][O:2][C:3]1[CH:4]=[C:5]([N:12]2[CH2:17][CH2:16][C:15](=O)[CH2:14][CH2:13]2)[CH:6]=[CH:7][C:8]=1[N+:9]([O-:11])=[O:10].[CH:19]([N:22]1[CH2:27][CH2:26][NH:25][CH2:24][CH2:23]1)([CH3:21])[CH3:20]. (7) Given the product [ClH:21].[ClH:21].[NH2:8][C:9]1[C:10]([CH3:20])=[N:11][C:12]([CH3:19])=[CH:13][C:14]=1[C:15]([F:18])([F:16])[F:17], predict the reactants needed to synthesize it. The reactants are: C(OC([NH:8][C:9]1[C:10]([CH3:20])=[N:11][C:12]([CH3:19])=[CH:13][C:14]=1[C:15]([F:18])([F:17])[F:16])=O)(C)(C)C.[ClH:21]. (8) Given the product [C:15]1([C:14]#[C:13][C:9]2[CH:8]=[C:7]([C@@H:5]3[C@@H:4]([C:21]4[NH:33][N:32]=[N:31][N:22]=4)[O:3][C:2](=[O:1])[NH:6]3)[CH:12]=[CH:11][CH:10]=2)[CH:16]=[CH:17][CH:18]=[CH:19][CH:20]=1, predict the reactants needed to synthesize it. The reactants are: [O:1]=[C:2]1[NH:6][C@H:5]([C:7]2[CH:12]=[CH:11][CH:10]=[C:9]([C:13]#[C:14][C:15]3[CH:20]=[CH:19][CH:18]=[CH:17][CH:16]=3)[CH:8]=2)[C@@H:4]([C:21]#[N:22])[O:3]1.Cl.C(N(CC)CC)C.[N-:31]=[N+:32]=[N-:33].[Na+].O. (9) Given the product [CH3:47][CH:46]([CH2:48][CH2:49][CH:50]=[C:51]([CH3:53])[CH3:52])[CH2:45][CH2:44][O:1][C:2]1[CH:7]=[CH:6][C:5]([C:8]2[S:12][C:11]([C:13]3[CH:25]=[CH:24][C:23]4[C:22]5[C:17](=[CH:18][C:19]([C:26]6[S:27][C:28]([C:31]7[CH:36]=[CH:35][C:34]([O:58][CH2:55][CH2:21][C@@H:22]([CH3:17])[CH2:23][CH2:15][CH:14]=[C:13]([CH3:25])[CH3:11])=[CH:33][CH:32]=7)=[CH:29][CH:30]=6)=[CH:20][CH:21]=5)[C:16]([CH2:41][CH2:42][CH3:43])([CH2:38][CH2:39][CH3:40])[C:15]=4[CH:14]=3)=[CH:10][CH:9]=2)=[CH:4][CH:3]=1, predict the reactants needed to synthesize it. The reactants are: [OH:1][C:2]1[CH:7]=[CH:6][C:5]([C:8]2[S:12][C:11]([C:13]3[CH:25]=[CH:24][C:23]4[C:22]5[C:17](=[CH:18][C:19]([C:26]6[S:27][C:28]([C:31]7[CH:36]=[CH:35][C:34](O)=[CH:33][CH:32]=7)=[CH:29][CH:30]=6)=[CH:20][CH:21]=5)[C:16]([CH2:41][CH2:42][CH3:43])([CH2:38][CH2:39][CH3:40])[C:15]=4[CH:14]=3)=[CH:10][CH:9]=2)=[CH:4][CH:3]=1.[CH2:44](Br)[CH2:45][C@H:46]([CH2:48][CH2:49][CH:50]=[C:51]([CH3:53])[CH3:52])[CH3:47].[C:55](=[O:58])([O-])[O-].[K+].[K+].